Dataset: B-cell epitopes from IEDB database with 3,159 antigens for binding position prediction. Task: Token-level Classification. Given an antigen amino acid sequence, predict which amino acid positions are active epitope sites capable of antibody binding. Output is a list of indices for active positions. (1) Given the antigen sequence: MRVKETQMNWPNLWKWGTLILGLVIICSASDNLWVTVYYGVPVWKDADTTLFCASDAKAHETEVHNVWATHACVPTDPNPQEIHLENVTENFNMWKNNMVEQMQEDVISLWDQSLQPCVKLTPLCVTLHCTTAKLTNVTNITNVPNIGNITDEVRNCSFNMTTEIRDKKQKVHALFYKLDIVQIEDKNDSSKYRLINCNTSVIKQACPKISFDPIPIHYCTPAGYVILKCNDKNFNGTGPCKNVSSVQCTHGIKPVVSTQLLLNGSLAEEEIIIRSENLTNNAKTIIVHLNKSVEINCTRPSNNMRTSMRIGPGQVFYRTGSITGDIRKAYCEINGTKWNKVLKQVTEKLKEHFNNKTIIFQPPSGGDLEITMHHFNCRGEFFYCNTTQLFNNTCIGNETMKGCNGTITLPCKIKQIINMWQGTGQAMYAPPIDGKINCVSNITGILLTRDGGANNTSNETFRPGGGNIKDNWRSELYKYKVVQIEPLGIAPTRAKRRVV..., which amino acid positions are active epitope sites? The epitope positions are: [661, 662, 663, 664, 665, 666, 667, 668, 669, 670, 671, 672, 673, 674, 675, 676]. The amino acids at these positions are: SLWNWFDITNWLWYIK. (2) The epitope positions are: [262, 263, 264, 265, 266, 267, 268]. The amino acids at these positions are: YGGFMRF. Given the antigen sequence: MAQFLRLCIWLLALGSCLLATVQADCSQDCAKCSYRLVRPGDINFLACTLECEGQLPSFKIWETCKDLLQVSKPEFPWDNIDMYKDSSKQDESHLLAKKYGGFMKRYGGFMKKMDELYPVEPEEEANGGEILAKRYGGFMKKDADEGDTLANSSDLLKELLGTGDNRAKDSHQQESTNNDEDSTSKRYGGFMRGLKRSPQLEDEAKELQKRYGGFMRRVGRPEWWMDYQKRYGGFLKRFAESLPSDEEGESYSKEVPEMEKRYGGFMRF, which amino acid positions are active epitope sites? (3) Given the antigen sequence: LKVREDENNPFYFRSSNSFQTLFENQNGRIRLLQRFNKRSPQLENLRDYRIVQFQSKPNTILLPHHADADFLLFVLSGRAILTLVNNDDRDSYNLHPGDAQRIPAGTTYYLVNPHDHQNLKIIKLAIPVNKPGRYDDFFLSSTQAQQSYLQGFSHNILETSFHSEFEEINRVLFGEEEEQRQQEGVIVELSKEQIRQLSRRAKSSSRKTISSEDEPFNLRSRNPIYSNNFGKFFEITPEKNPQLRDLDIFLSSVDINEGALLLPHFNSKAIVILVINEGDANIELVGIKEQQQKQKQEEEPLEVQRYRAELSEDDVFVIPAAYPFVVNATSNLNFLAFGINAENNQRNFLAGEKDNVVRQIERQVQELAFPGSAQDVERLLKKQRESYFVDAQPQQKEEGSKGRKGPFPSILGALY, which amino acid positions are active epitope sites? The epitope positions are: [55, 56, 57, 58, 59, 60, 61, 62, 63, 64, 65, 66, 67, 68, 69, 70]. The amino acids at these positions are: SKPNTILLPHHADADF. (4) Given the antigen sequence: MFPKAVRRAVTAGVFAAPTLMSFLRCGAMASDPPLVANQVVTCPDKKSTAAVILTPTENHFTLKCPKTALTEPPTLAYSPNRQICPAGTTSSCTSKAVTLSSLIPEAEDSWWTGDSASLDTAGIKLTVPIEKFPVTTQTFVVGCIKGDDAQSCMVTVTVQARASSVVNNVARCSYGANSTLGPVKLSAEGPTTMTLVCGKDGVKVPQDNNQYCSGTTLTGCNEKSFKDILPKLSENPWQGNASSDNGATLTINKEAFPAESKSVIIGCTGGSPEKHHCTVQLEFAGAAGSAKSSAGTASHVSIFAMVTGLIGSIAACVA, which amino acid positions are active epitope sites? The epitope positions are: [44, 45, 46, 47, 48, 49, 50, 51, 52, 53, 54, 55, 56, 57, 58, 59, 60, 61, 62]. The amino acids at these positions are: DKKSTAAVILTPTENHFTL. (5) Given the antigen sequence: MGKEIKVKCFLRRSAFGLVAVSASVLVGSTVSAVDSPIEQPRIIPNGGTLTNLLGNAPEKLALRNEERAIDELKKQAIEDKEATTAIEAASSDALEALADQTDALQSEEAAVVKADNAASDALEALADQTDALQSEEAEVVQSDNAASDAWEKAATPIALDVKKTKDTKPVVKKEERQNVNTLPTTGEESNPFFTAAALAIMVSTGVLVVSSKCKEN, which amino acid positions are active epitope sites? The epitope positions are: [162, 163, 164, 165, 166, 167, 168, 169, 170, 171, 172, 173, 174, 175, 176, 177, 178, 179, 180]. The amino acids at these positions are: KKTKDTKPVVKKEERQNVN. (6) The epitope positions are: [318, 319, 320, 321, 322, 323, 324, 325, 326]. The amino acids at these positions are: AWDMMMNWS. Given the antigen sequence: MSTNPKPQRKTKRNTNRRPQDVKFPGGGQIVGGVYLLPRRGPRLGVRATRKTSERSQPRGRRQLIPKARQPEGRSWAQPGYPWPLYGNEGMGWAGWLLSPRGSRPSWGPTDPRRRSRNLGKVIDTLTCGFADLMGYIPLVGAPLGGAARALAHGVRVLEGGVNYATGNLPGCSFSIFLLALLSCLTIPASAYEVRNVSGVYHVTNDCSNSSIVYETADMIMHTPGCVPCVREDNSSRCWVALTPTLAARNASIPTTTIRRHVDLLVGAAAFCSAMYVGDLCGSVFLVSQLFTFSPRRHATVQDCNCSIYPGHVSGHRMAWDMMMNWSPTAALVVSQLLRIPQAVVDMVAGAHWGVLAGLAYYSMVGNWAKVLIVMLLFAGVDGTTTVTGGSQARTVYELTSLYTRGPSQRIQLVNTNGSWHINRTALNCNDSLQTGFLAALFYTRSFNSSGCPERMASCRSIDQFDQGWGPITYAEPRDLDQRPYCWHYAPRPCGIVPAS..., which amino acid positions are active epitope sites? (7) The epitope positions are: [53, 54, 55, 56, 57, 58, 59, 60, 61, 62, 63, 64, 65, 66, 67, 68, 69]. The amino acids at these positions are: GVATKGLGVHAKSSDWG. Given the antigen sequence: MQQSHQAGYANAADRESGIPAAVLDGIKAVAKEKNATLMFRLVNPHSTSLIAEGVATKGLGVHAKSSDWGLQAGYIPVNPNLSKLFGRAPEVIARADNDVNSSLAHGHTAVDLTLSKERLDYLRQAGLVTGMADGVVASNHAGYEQFEFRVKETSDGRYAVQYRRKGGDDFEAVKVIGNAAGIPLTADIDMFAIMPHLSNFRDSARSSVTSGDSVTDYLARTRRAASEATGGLDRERIDLLWKIARAGARSAVGTEARRQFRYDGDMNIGVITDFELEVRNALNRRAHAVGAQDVVQHGTEQNNPFPEADEKIFVVSATGESQMLTRGQLKEYIGQQRGEGYVFYENRAYGVAGKSLFDDGLGAAPGVPSGRSKFSPDVLETVPASPGLRRPSLGAVERQDSGYDSLDGVGSRSFSLGEVSDMAAVEAAELEMTRQVLHAGARQDDAEPGVSGASAHWGQRALQGAQAVAAAQRLVHAIALMTQFGRAGSTNTPQEAASL..., which amino acid positions are active epitope sites? (8) Given the antigen sequence: MKKSRGLSDYLWAWTLILSTLSGRSYGQPSQDELKDNTTVFTRILDRLLDGYDNRLRPGLGERVTEVKTDIFVTSFGPVSDHDMEYTIDVFFRQSWKDERLKFKGPMTVLRLNNLMASKIWTPDTFFHNGKKSVAHNMTMPNKLLRITEDGTLLYTMRLTVRAECPMHLEDFPMDAHACPLKFGSYAYTRAEVVYEWTREPARSVVVAEDGSRLNQYDLLGQTVDSGIVQSSTGEYVVMTTHFHLKRKIGYFVIQTYLPCIMTVILSQVSFWLNRESVPARTVFGVTTVLTMTTLSISARNSLPKVAYATAMDWFIAVCYAFVFSALIEFATVNYFTKRGYAWDGKSVVPEKPKKVKDPLIKKNNTYAPTATSYTPNLARGDPGLATIAKSATIEPKEVKPETKPPEPKKTFNSVSKIDRLSRIAFPLLFGIFNLVYWATYLNREPQLKAPTPHQ, which amino acid positions are active epitope sites? The epitope positions are: [27, 28, 29, 30, 31, 32, 33, 34, 35, 36, 37, 38, 39, 40, 41]. The amino acids at these positions are: QPSQDELKDNTTVFT. (9) Given the antigen sequence: MASSYFLFLCLLLCGGPELCNSQTLWLLPGGTPTPVGSSSPVKVECLEAELVVTVSRDLFGTGKLVQPGDLTLGSEGCQPRVSVDTDVVRFNAQLHECSSRVQMTKDALVYSTFLLHDPRPVSGLSILRTNRVEVPIECRYPRQGNVSSHPIQPTWVPFRATVSSEEKLAFSLRLMEENWNTEKSAPTFHLGEVAHLQAEVQTGSHLPLQLFVDHCVATPSPLPDPNSSPYHFIVDFHGCLVDGLSESFSAFQVPRPRPETLQFTVDVFHFANSSRNTLYITCHLKVAPANQIPDKLNKACSFNKTSQSWLPVEGDADICDCCSHGNCSNSSSSQFQIHGPRQWSKLVSRNRRH, which amino acid positions are active epitope sites? The epitope positions are: [327, 328, 329, 330, 331, 332, 333, 334, 335]. The amino acids at these positions are: CSNSSSSQF. (10) Given the antigen sequence: MSKKSGKWWESDDKFAKAVYQQFVEFYEKVTGTDLELIQILKDHYNISLDNPLENPSSLFDLVARIKNNLKNSPDLYSHHFQSHGQLSDHPHALSSSSSHAEPRGENAVLSSEDLHKPGQVSVQLPGTNYVGPGNELQAGPPQSAVDSAARIHDFRYSQLAKLGINPYTHWTVADEELLKNIKNETGFQAQVVKDYFTLKGAAAPVAHFQGSLPEVPAYNASEKYPSMTSVNSAEASTGAGGGGSNSVKSMWSEGATFSANSVTCTFSRQFLIPYDPEHHYKVFSPAASSCHNASGKEAKVCTISPIMGYSTPWRYLDFNALNLFFSPLEFQHLIENYGSIAPDALTVTISEIAVKDVTDKTGGGVQVTDSTTGRLCMLVDHEYKYPYVLGQGQDTLAPELPIWVYFPPQYAYLTVGDVNTQGISGDSKKLASEESAFYVLEHSSFQLLGTGGTASMSYKFPPVPPENLEGCSQHFYEMYNPLYGSRLGVPDTLGGDPKF..., which amino acid positions are active epitope sites? The epitope positions are: [15, 16, 17, 18, 19, 20, 21, 22, 23, 24, 25, 26, 27, 28, 29, 30, 31, 32, 33, 34]. The amino acids at these positions are: AKAVYQQFVEFYEKVTGTDL.